This data is from M1 muscarinic receptor antagonist screen with 61,756 compounds. The task is: Binary Classification. Given a drug SMILES string, predict its activity (active/inactive) in a high-throughput screening assay against a specified biological target. (1) The compound is o1c(C(=O)N2CCN(CC2)CC)c(c2c(c1=O)cccc2)c1ccc(cc1)C. The result is 1 (active). (2) The compound is O1c2c(OCC1)ccc(c2)C(=O)Nc1noc(c1)C. The result is 0 (inactive). (3) The compound is O(C(C(OC(=O)C)COC(=O)C)C(OC(=O)C)C(=O)Nc1c(cccc1)C)C(=O)C. The result is 0 (inactive). (4) The molecule is Clc1cc(Nc2nc(nc(n2)N)CN2CCN(CC2)c2ccc(OC)cc2)ccc1C. The result is 0 (inactive). (5) The molecule is O=C1N(C(Nc2ccc(cc2)C)c2ncccc12)c1ccc(OCC)cc1. The result is 0 (inactive). (6) The molecule is O=c1n(n(c(c1CN1CCN(CC1)c1c(c(ccc1)C)C)C)C)c1ccccc1. The result is 1 (active). (7) The compound is OC(=O)c1c(c(nc2c1cccc2)CCCC)C. The result is 0 (inactive). (8) The drug is Clc1c(c2noc(c2C(=O)N2CCc3c2cccc3)C)c(Cl)ccc1. The result is 1 (active). (9) The drug is O1C(C(=O)NC2CCC(NC(=O)C3OCCC3)CC2)CCC1. The result is 0 (inactive).